This data is from Full USPTO retrosynthesis dataset with 1.9M reactions from patents (1976-2016). The task is: Predict the reactants needed to synthesize the given product. (1) Given the product [ClH:43].[OH:40][NH:39][C:49](=[O:48])/[CH:50]=[CH:51]/[C:52]1[CH:47]=[CH:24][C:19](/[CH:18]=[CH:17]/[C:16]([C:13]2[CH:14]=[CH:15][C:10]([CH2:9][CH:6]3[CH2:7][CH2:8][N:3]([CH3:2])[CH2:4][CH2:5]3)=[CH:11][CH:12]=2)=[O:30])=[CH:20][CH:21]=1, predict the reactants needed to synthesize it. The reactants are: Cl.[CH3:2][N:3]1[CH2:8][CH2:7][CH:6]([CH2:9][C:10]2[CH:15]=[CH:14][C:13]([C:16](=[O:30])/[CH:17]=[CH:18]/[C:19]3[CH:24]=CC(/C=C/C(O)=O)=[CH:21][CH:20]=3)=[CH:12][CH:11]=2)[CH2:5][CH2:4]1.C1C=CC2[N:39]([OH:40])N=NC=2C=1.C(Cl)C[Cl:43].NO[CH:47]1[CH2:52][CH2:51][CH2:50][CH2:49][O:48]1. (2) Given the product [C:2]1([CH3:19])[CH:3]=[CH:4][C:5]([S:8]([N:11]2[CH2:18][CH2:17][CH2:16][C@H:12]2[C:13]([NH:25][C@H:24]([C:23]([OH:35])=[O:22])[CH2:26][O:27][CH2:28][C:29]2[CH:30]=[CH:31][CH:32]=[CH:33][CH:34]=2)=[O:15])(=[O:9])=[O:10])=[CH:6][CH:7]=1, predict the reactants needed to synthesize it. The reactants are: O.[C:2]1([CH3:19])[CH:7]=[CH:6][C:5]([S:8]([N:11]2[CH2:18][CH2:17][CH2:16][C@H:12]2[C:13]([OH:15])=O)(=[O:10])=[O:9])=[CH:4][CH:3]=1.Cl.C[O:22][C:23](=[O:35])[C@H:24]([CH2:26][O:27][CH2:28][C:29]1[CH:34]=[CH:33][CH:32]=[CH:31][CH:30]=1)[NH2:25].[Li+].[OH-]. (3) Given the product [N:7]1[CH:12]=[CH:11][CH:10]=[C:9]([C@@H:13]2[CH2:15][C@H:14]2[C:16]([N:26]=[N+:27]=[N-:28])=[O:18])[CH:8]=1, predict the reactants needed to synthesize it. The reactants are: ClC(OCC)=O.[N:7]1[CH:12]=[CH:11][CH:10]=[C:9]([C@@H:13]2[CH2:15][C@H:14]2[C:16]([OH:18])=O)[CH:8]=1.C(N(CC)CC)C.[N-:26]=[N+:27]=[N-:28].[Na+]. (4) Given the product [C:13]1([N:8]2[C:7](=[O:19])[C:6]3[C:11](=[C:2]([CH3:1])[CH:3]=[CH:4][CH:5]=3)[N:10]=[C:9]2[S:12][CH3:20])[CH:14]=[CH:15][CH:16]=[CH:17][CH:18]=1, predict the reactants needed to synthesize it. The reactants are: [CH3:1][C:2]1[CH:3]=[CH:4][CH:5]=[C:6]2[C:11]=1[N:10]=[C:9]([SH:12])[N:8]([C:13]1[CH:18]=[CH:17][CH:16]=[CH:15][CH:14]=1)[C:7]2=[O:19].[C:20]([O-])([O-])=O.[K+].[K+].CI. (5) Given the product [CH2:1]([N:8]([CH2:23][CH:24]1[CH2:28][CH:27]=[CH:26][CH2:25]1)[C:9](=[O:22])[CH2:10][CH:11]1[C:20]2[C:15](=[CH:16][C:17]([O:21][CH2:35][C:36]3[CH:41]=[CH:40][CH:39]=[CH:38][CH:37]=3)=[CH:18][CH:19]=2)[CH2:14][CH2:13][CH2:12]1)[C:2]1[CH:3]=[CH:4][CH:5]=[CH:6][CH:7]=1, predict the reactants needed to synthesize it. The reactants are: [CH2:1]([N:8]([CH2:23][CH:24]1[CH2:28][CH:27]=[CH:26][CH2:25]1)[C:9](=[O:22])[CH2:10][CH:11]1[C:20]2[C:15](=[CH:16][C:17]([OH:21])=[CH:18][CH:19]=2)[CH2:14][CH2:13][CH2:12]1)[C:2]1[CH:7]=[CH:6][CH:5]=[CH:4][CH:3]=1.C(=O)([O-])[O-].[K+].[K+].[CH2:35](Br)[C:36]1[CH:41]=[CH:40][CH:39]=[CH:38][CH:37]=1.